Predict which catalyst facilitates the given reaction. From a dataset of Catalyst prediction with 721,799 reactions and 888 catalyst types from USPTO. (1) The catalyst class is: 16. Reactant: C(Cl)Cl.Br[C:5]1[CH:13]=[CH:12][CH:11]=[C:10]2[C:6]=1[CH:7]=[CH:8][NH:9]2.[B:14]1([B:14]2[O:18][C:17]([CH3:20])([CH3:19])[C:16]([CH3:22])([CH3:21])[O:15]2)[O:18][C:17]([CH3:20])([CH3:19])[C:16]([CH3:22])([CH3:21])[O:15]1.C([O-])(=O)C.[K+]. Product: [CH3:21][C:16]1([CH3:22])[C:17]([CH3:20])([CH3:19])[O:18][B:14]([C:5]2[CH:13]=[CH:12][CH:11]=[C:10]3[C:6]=2[CH:7]=[CH:8][NH:9]3)[O:15]1. (2) Reactant: [Cl:1][C:2]1[N:7]=[C:6](Cl)[C:5]([C:9]([O:11][CH2:12][CH3:13])=[O:10])=[CH:4][N:3]=1.Cl.[C:15]([N:22]1[CH2:27][CH2:26][CH:25]([CH2:28][NH2:29])[CH2:24][CH2:23]1)([O:17][C:18]([CH3:21])([CH3:20])[CH3:19])=[O:16].C(N(CC)CC)C.O. The catalyst class is: 210. Product: [C:18]([O:17][C:15]([N:22]1[CH2:27][CH2:26][CH:25]([CH2:28][NH:29][C:6]2[C:5]([C:9]([O:11][CH2:12][CH3:13])=[O:10])=[CH:4][N:3]=[C:2]([Cl:1])[N:7]=2)[CH2:24][CH2:23]1)=[O:16])([CH3:21])([CH3:20])[CH3:19]. (3) Reactant: Cl[C:2]1[N:3]=[C:4]([N:11]2[C:19]3[C:14](=[C:15]([O:20][CH2:21][C:22]([O:24][CH2:25][CH3:26])=[O:23])[CH:16]=[CH:17][CH:18]=3)[CH2:13][CH2:12]2)[C:5]2[CH2:10][CH2:9][CH2:8][C:6]=2[N:7]=1.[Cl:27][C:28]1[CH:29]=[C:30](B(O)O)[CH:31]=[CH:32][C:33]=1[O:34][CH3:35].C(=O)([O-])[O-].[Na+].[Na+]. Product: [Cl:27][C:28]1[CH:29]=[C:30]([C:2]2[N:3]=[C:4]([N:11]3[C:19]4[C:14](=[C:15]([O:20][CH2:21][C:22]([O:24][CH2:25][CH3:26])=[O:23])[CH:16]=[CH:17][CH:18]=4)[CH2:13][CH2:12]3)[C:5]3[CH2:10][CH2:9][CH2:8][C:6]=3[N:7]=2)[CH:31]=[CH:32][C:33]=1[O:34][CH3:35]. The catalyst class is: 690. (4) Reactant: C([NH:4][C:5]1[CH:6]=[C:7]([CH:18]=[CH:19][CH:20]=1)[C:8]([NH:10][NH:11][C:12]([NH:14][CH:15]([CH3:17])[CH3:16])=[O:13])=O)(=O)C. Product: [NH2:4][C:5]1[CH:6]=[C:7]([C:8]2[N:14]([CH:15]([CH3:17])[CH3:16])[C:12](=[O:13])[NH:11][N:10]=2)[CH:18]=[CH:19][CH:20]=1. The catalyst class is: 74.